From a dataset of Reaction yield outcomes from USPTO patents with 853,638 reactions. Predict the reaction yield, written as a fraction of the theoretical maximum amount of product (1.0 means a 100% yield; for example, 0.34 means a 34% yield). (1) The reactants are [H-].[Na+].[CH2:3]([O:10][CH2:11][CH2:12][O:13][CH2:14][CH2:15][O:16][CH2:17][CH2:18][OH:19])[C:4]1[CH:9]=[CH:8][CH:7]=[CH:6][CH:5]=1.[Br:20][CH2:21][CH2:22][CH2:23][CH2:24]Br. The catalyst is CN(C=O)C. The product is [Br:20][CH2:21][CH2:22][CH2:23][CH2:24][O:19][CH2:18][CH2:17][O:16][CH2:15][CH2:14][O:13][CH2:12][CH2:11][O:10][CH2:3][C:4]1[CH:9]=[CH:8][CH:7]=[CH:6][CH:5]=1. The yield is 0.460. (2) The reactants are [CH2:1]([N:3]1[C:8]([CH3:9])=[C:7]([CH3:10])[CH:6]=C(C#N)[C:4]1=[O:13])[CH3:2].[OH-:14].[K+].[CH2:16]([OH:18])[CH3:17]. No catalyst specified. The product is [CH2:1]([N:3]1[C:8]([CH3:9])=[C:7]([CH3:10])[CH:6]=[C:17]([C:16]([OH:14])=[O:18])[C:4]1=[O:13])[CH3:2]. The yield is 0.733.